From a dataset of Full USPTO retrosynthesis dataset with 1.9M reactions from patents (1976-2016). Predict the reactants needed to synthesize the given product. (1) Given the product [NH2:1][CH2:5][C:6]1[C:7]([F:23])=[C:8]([O:13][C:14]2[CH:15]=[C:16]([CH:19]=[C:20]([Cl:22])[CH:21]=2)[C:17]#[N:18])[C:9]([F:12])=[CH:10][CH:11]=1, predict the reactants needed to synthesize it. The reactants are: [NH3:1].CO.Br[CH2:5][C:6]1[C:7]([F:23])=[C:8]([O:13][C:14]2[CH:15]=[C:16]([CH:19]=[C:20]([Cl:22])[CH:21]=2)[C:17]#[N:18])[C:9]([F:12])=[CH:10][CH:11]=1. (2) Given the product [C:1]([O:5][C:6]([N:8]1[C:12]([CH3:13])([CH2:14][NH:18][C:19]2[CH:24]=[CH:23][CH:22]=[CH:21][CH:20]=2)[CH2:11][O:10][C:9]1([CH3:17])[CH3:16])=[O:7])([CH3:4])([CH3:3])[CH3:2], predict the reactants needed to synthesize it. The reactants are: [C:1]([O:5][C:6]([N:8]1[C:12]([CH:14]=O)([CH3:13])[CH2:11][O:10][C:9]1([CH3:17])[CH3:16])=[O:7])([CH3:4])([CH3:3])[CH3:2].[NH2:18][C:19]1[CH:24]=[CH:23][CH:22]=[CH:21][CH:20]=1.[BH4-].[Na+]. (3) Given the product [CH3:13][N:12]1[CH:7]2[CH2:8][CH2:9][CH:10]1[CH2:11][C:5](=[CH:4][C:3]([C:15]1[CH:20]=[CH:19][CH:18]=[CH:17][CH:16]=1)([C:15]1[CH:20]=[CH:19][CH:18]=[CH:17][CH:16]=1)[OH:14])[CH2:6]2, predict the reactants needed to synthesize it. The reactants are: CO[C:3](=[O:14])[CH:4]=[C:5]1[CH2:11][CH:10]2[N:12]([CH3:13])[CH:7]([CH2:8][CH2:9]2)[CH2:6]1.[C:15]1([Mg]Cl)[CH:20]=[CH:19][CH:18]=[CH:17][CH:16]=1.